This data is from Full USPTO retrosynthesis dataset with 1.9M reactions from patents (1976-2016). The task is: Predict the reactants needed to synthesize the given product. Given the product [F:1][C:2]1[CH:7]=[CH:6][C:5]([F:8])=[CH:4][C:3]=1[C:9]1[CH2:14][N:13]([C:30]([N:29]([CH3:33])[CH3:28])=[O:31])[CH2:12][CH:11]([C:15]2[CH:20]=[CH:19][CH:18]=[CH:17][CH:16]=2)[CH:10]=1, predict the reactants needed to synthesize it. The reactants are: [F:1][C:2]1[CH:7]=[CH:6][C:5]([F:8])=[CH:4][C:3]=1[C:9]1[CH2:14][NH:13][CH2:12][CH:11]([C:15]2[CH:20]=[CH:19][CH:18]=[CH:17][CH:16]=2)[CH:10]=1.C(N(CC)CC)C.[CH3:28][N:29]([CH3:33])[C:30](Cl)=[O:31].